From a dataset of Forward reaction prediction with 1.9M reactions from USPTO patents (1976-2016). Predict the product of the given reaction. (1) Given the reactants [NH2:1][CH:2]1[CH2:7][CH2:6][N:5]([C:8]([O:10][C:11]([CH3:14])([CH3:13])[CH3:12])=[O:9])[CH2:4][CH2:3]1.ClC(Cl)(O[C:19](=[O:25])OC(Cl)(Cl)Cl)Cl.[F:27][C:28]1[CH:29]=[C:30]([C:34]2[C:42]([C:43]([NH2:45])=[O:44])=[C:37]3[CH2:38][NH:39][CH2:40][CH2:41][N:36]3[N:35]=2)[CH:31]=[CH:32][CH:33]=1, predict the reaction product. The product is: [C:43]([C:42]1[C:34]([C:30]2[CH:31]=[CH:32][CH:33]=[C:28]([F:27])[CH:29]=2)=[N:35][N:36]2[CH2:41][CH2:40][N:39]([C:19]([NH:1][CH:2]3[CH2:3][CH2:4][N:5]([C:8]([O:10][C:11]([CH3:14])([CH3:13])[CH3:12])=[O:9])[CH2:6][CH2:7]3)=[O:25])[CH2:38][C:37]=12)(=[O:44])[NH2:45]. (2) Given the reactants [Br:1][C:2]1[S:6][C:5]([NH2:7])=[N:4][N:3]=1.Cl[CH2:9][C:10](=O)[CH3:11].C([O-])(O)=O.[Na+], predict the reaction product. The product is: [Br:1][C:2]1[S:6][C:5]2=[N:7][C:10]([CH3:11])=[CH:9][N:4]2[N:3]=1. (3) Given the reactants O=[C:2]1[CH2:7][CH2:6][C:5]([C:8]2[CH:9]=[CH:10][C:11]3[S:15][C:14](=[O:16])[NH:13][C:12]=3[CH:17]=2)=[CH:4][CH2:3]1.[NH:18]1[CH2:21][CH:20]([NH:22][C:23]([CH2:25][NH:26][C:27](=[O:38])[C:28]2[CH:33]=[CH:32][CH:31]=[C:30]([C:34]([F:37])([F:36])[F:35])[CH:29]=2)=[O:24])[CH2:19]1, predict the reaction product. The product is: [O:16]=[C:14]1[NH:13][C:12]2[CH:17]=[C:8]([CH:5]3[CH2:6][CH2:7][CH:2]([N:18]4[CH2:21][CH:20]([NH:22][C:23]([CH2:25][NH:26][C:27](=[O:38])[C:28]5[CH:33]=[CH:32][CH:31]=[C:30]([C:34]([F:37])([F:35])[F:36])[CH:29]=5)=[O:24])[CH2:19]4)[CH2:3][CH2:4]3)[CH:9]=[CH:10][C:11]=2[S:15]1.